Predict the product of the given reaction. From a dataset of Forward reaction prediction with 1.9M reactions from USPTO patents (1976-2016). (1) Given the reactants [CH3:1][O:2][CH2:3][C:4]([NH:6][C:7]1[CH:12]=[C:11]([O:13][C:14]2[CH:19]=[CH:18][C:17]([N+:20]([O-])=O)=[CH:16][CH:15]=2)[N:10]=[CH:9][N:8]=1)=[O:5].[H][H], predict the reaction product. The product is: [NH2:20][C:17]1[CH:16]=[CH:15][C:14]([O:13][C:11]2[N:10]=[CH:9][N:8]=[C:7]([NH:6][C:4](=[O:5])[CH2:3][O:2][CH3:1])[CH:12]=2)=[CH:19][CH:18]=1. (2) The product is: [C:1]([O:5][C:6]([NH:8][C:9]1([CH2:18][C:19]([O:21][CH2:22][CH3:23])=[O:20])[CH2:10][CH:11]2[N:17]([CH2:25][C:26]3[NH:31][C:30]([C:32]4[S:33][CH:34]=[CH:35][N:36]=4)=[N:29][C@@H:28]([C:37]4[CH:42]=[CH:41][C:40]([F:43])=[CH:39][C:38]=4[Cl:44])[C:27]=3[C:45]([O:47][CH3:48])=[O:46])[CH:15]([CH2:14][O:13][CH2:12]2)[CH2:16]1)=[O:7])([CH3:4])([CH3:3])[CH3:2]. Given the reactants [C:1]([O:5][C:6]([NH:8][C:9]1([CH2:18][C:19]([O:21][CH2:22][CH3:23])=[O:20])[CH2:16][CH:15]2[NH:17][CH:11]([CH2:12][O:13][CH2:14]2)[CH2:10]1)=[O:7])([CH3:4])([CH3:3])[CH3:2].Br[CH2:25][C:26]1[NH:31][C:30]([C:32]2[S:33][CH:34]=[CH:35][N:36]=2)=[N:29][C@@H:28]([C:37]2[CH:42]=[CH:41][C:40]([F:43])=[CH:39][C:38]=2[Cl:44])[C:27]=1[C:45]([O:47][CH3:48])=[O:46].CCN(C(C)C)C(C)C, predict the reaction product. (3) Given the reactants [F:1][C:2]1([F:54])[CH2:7][CH2:6][CH:5]([C:8]2[C:17]3[CH:16]([O:18]CC4C=CC(OC)=CC=4)[CH2:15][C:14]([CH3:29])([CH3:28])[CH2:13][C:12]=3[N:11]=[C:10]([CH:30]3[CH2:35][CH2:34][N:33]([C:36]4[N:41]=[CH:40][CH:39]=[CH:38][N:37]=4)[CH2:32][CH2:31]3)[C:9]=2[CH:42]([F:53])[C:43]2[CH:48]=[CH:47][C:46]([C:49]([F:52])([F:51])[F:50])=[CH:45][CH:44]=2)[CH2:4][CH2:3]1.Cl.C(=O)([O-])O.[Na+], predict the reaction product. The product is: [F:54][C:2]1([F:1])[CH2:3][CH2:4][CH:5]([C:8]2[C:17]3[CH:16]([OH:18])[CH2:15][C:14]([CH3:28])([CH3:29])[CH2:13][C:12]=3[N:11]=[C:10]([CH:30]3[CH2:31][CH2:32][N:33]([C:36]4[N:41]=[CH:40][CH:39]=[CH:38][N:37]=4)[CH2:34][CH2:35]3)[C:9]=2[CH:42]([F:53])[C:43]2[CH:44]=[CH:45][C:46]([C:49]([F:50])([F:52])[F:51])=[CH:47][CH:48]=2)[CH2:6][CH2:7]1. (4) Given the reactants [CH2:1]([C:3]1[CH:7]=[C:6]([CH2:8][CH3:9])[N:5]([C:10]2[CH:16]=[CH:15][C:13]([NH2:14])=[CH:12][C:11]=2[CH3:17])[N:4]=1)[CH3:2].[Br:18][CH2:19][C:20](Cl)=[O:21].C(=O)([O-])[O-].[K+].[K+], predict the reaction product. The product is: [CH2:1]([C:3]1[CH:7]=[C:6]([CH2:8][CH3:9])[N:5]([C:10]2[CH:16]=[CH:15][C:13]([NH:14][C:20]([CH2:19][Br:18])=[O:21])=[CH:12][C:11]=2[CH3:17])[N:4]=1)[CH3:2].